From a dataset of Forward reaction prediction with 1.9M reactions from USPTO patents (1976-2016). Predict the product of the given reaction. (1) The product is: [F:34][C:18]1[C:19]([N:21]2[C:26](=[O:27])[CH:25]=[C:24]([C:28]([F:31])([F:30])[F:29])[N:23]([CH3:32])[C:22]2=[O:33])=[CH:20][C:15]([O:1][C:2]2[C:3]([S:8][CH2:9][C:10]([O:12][CH3:13])=[O:11])=[N:4][CH:5]=[CH:6][CH:7]=2)=[C:16]([N+:35]([O-:37])=[O:36])[CH:17]=1. Given the reactants [OH:1][C:2]1[C:3]([S:8][CH2:9][C:10]([O:12][CH3:13])=[O:11])=[N:4][CH:5]=[CH:6][CH:7]=1.F[C:15]1[CH:20]=[C:19]([N:21]2[C:26](=[O:27])[CH:25]=[C:24]([C:28]([F:31])([F:30])[F:29])[N:23]([CH3:32])[C:22]2=[O:33])[C:18]([F:34])=[CH:17][C:16]=1[N+:35]([O-:37])=[O:36].C(=O)([O-])[O-].[K+].[K+], predict the reaction product. (2) The product is: [Br:12][CH2:13][C:14]1[N:11]=[C:9]([NH:8][C:5]2[CH:4]=[CH:3][C:2]([Br:1])=[CH:7][N:6]=2)[S:10][CH:16]=1. Given the reactants [Br:1][C:2]1[CH:3]=[CH:4][C:5]([NH:8][C:9]([NH2:11])=[S:10])=[N:6][CH:7]=1.[Br:12][CH2:13][C:14]([CH2:16]Br)=O.O, predict the reaction product. (3) Given the reactants Cl.[NH:2]1[C:6]2[CH:7]=[CH:8][C:9]([C:11]([N:13]3[CH2:20][C@@H:19]4[C@@H:15]([CH2:16][NH:17][CH2:18]4)[CH2:14]3)=[O:12])=[CH:10][C:5]=2[N:4]=[N:3]1.CN1CCOCC1.[F:28][C:29]([F:43])([F:42])[O:30][C:31]1[CH:36]=[CH:35][C:34](/[CH:37]=[CH:38]/[C:39](O)=[O:40])=[CH:33][CH:32]=1.F[P-](F)(F)(F)(F)F.N1(OC(N(C)C)=[N+](C)C)C2N=CC=CC=2N=N1, predict the reaction product. The product is: [NH:2]1[C:6]2[CH:7]=[CH:8][C:9]([C:11]([N:13]3[CH2:14][C@H:15]4[CH2:16][N:17]([C:39](=[O:40])/[CH:38]=[CH:37]/[C:34]5[CH:33]=[CH:32][C:31]([O:30][C:29]([F:42])([F:43])[F:28])=[CH:36][CH:35]=5)[CH2:18][C@H:19]4[CH2:20]3)=[O:12])=[CH:10][C:5]=2[N:4]=[N:3]1. (4) Given the reactants [Cl:1][C:2]1[CH:3]=[C:4]([NH:9][C:10]([N:12]2[CH2:17][CH2:16][N:15]([C:18]([CH:20]3[CH2:24][CH2:23][N:22](C(OC(C)(C)C)=O)[CH2:21]3)=O)[CH2:14][CH2:13]2)=[O:11])[CH:5]=[CH:6][C:7]=1[Cl:8].B.Cl, predict the reaction product. The product is: [Cl:1][C:2]1[CH:3]=[C:4]([NH:9][C:10]([N:12]2[CH2:17][CH2:16][N:15]([CH2:18][CH:20]3[CH2:24][CH2:23][NH:22][CH2:21]3)[CH2:14][CH2:13]2)=[O:11])[CH:5]=[CH:6][C:7]=1[Cl:8]. (5) Given the reactants C(N1CCN(C2SC(C(O)=O)=C(C)N=2)C1=O)C1C=CC=CC=1.[CH3:23][C:24]1[N:25]=[C:26]([N:32]2[CH2:36][CH2:35][N:34]([CH2:37][C:38]3[CH:43]=[CH:42][C:41]([C:44]([F:47])([F:46])[F:45])=[CH:40][CH:39]=3)[C:33]2=[O:48])[S:27][C:28]=1[C:29]([OH:31])=O.[NH2:49][CH2:50][C:51]1[CH:52]=[N:53][CH:54]=[CH:55][CH:56]=1, predict the reaction product. The product is: [CH3:23][C:24]1[N:25]=[C:26]([N:32]2[CH2:36][CH2:35][N:34]([CH2:37][C:38]3[CH:43]=[CH:42][C:41]([C:44]([F:45])([F:46])[F:47])=[CH:40][CH:39]=3)[C:33]2=[O:48])[S:27][C:28]=1[C:29]([NH:49][CH2:50][C:51]1[CH:52]=[N:53][CH:54]=[CH:55][CH:56]=1)=[O:31].